This data is from Experimentally validated miRNA-target interactions with 360,000+ pairs, plus equal number of negative samples. The task is: Binary Classification. Given a miRNA mature sequence and a target amino acid sequence, predict their likelihood of interaction. (1) The protein sequence of the target gene is MTQEYDNKRPVLVLQNEALYPQRRSYTSEDEAWKSFLENPLTAATKAMMSINGDEDSAAALGLLYDYYKVPRERRSSTAKPEVEHPEPDHSKRNSIPIVTEQPLISAGENRVQVLKNVPFNIVLPHGNQLGIDKRGHLTAPDTTVTVSIATMPTHSIKTETQPHGFAVGIPPAVYHPEPTERVVVFDRNLNTDQFSSGAQAPNAQRRTPDSTFSETFKEGVQEVFFPSDLSLRMPGMNSEDYVFDSVSGNNFEYTLEASKSLRQKPGDSTMTYLNKGQFYPITLKEVSSSEGIHHPISKV.... The miRNA is hsa-miR-539-3p with sequence AUCAUACAAGGACAAUUUCUUU. Result: 1 (interaction). (2) The miRNA is hsa-miR-7515 with sequence AGAAGGGAAGAUGGUGAC. Result: 1 (interaction). The protein sequence of the target gene is MGTENKEVIPKEEISEESEPHGSLLEKFPKVVYQGHEFGAGCEEDMLEGHSRESMEEVIEQMSPQERDFPSGLMIFKKSPSSEKDRENNESERGCSPSPNLVTHQGDTTEGVSAFATSGQNFLEILESNKTQRSSVGEKPHTCKECGKAFNQNSHLIQHMRVHSGEKPFECKECGKTFGTNSSLRRHLRIHAGEKPFACNECGKAFIQSSHLIHHHRIHTGERPYKCEECGKAFSQNSALILHQRIHTGEKPYECNECGKTFRVSSQLIQHQRIHTEERYHECNECGKAFKHSSGLIRHQ....